This data is from Experimentally validated miRNA-target interactions with 360,000+ pairs, plus equal number of negative samples. The task is: Binary Classification. Given a miRNA mature sequence and a target amino acid sequence, predict their likelihood of interaction. (1) The miRNA is mmu-miR-410-3p with sequence AAUAUAACACAGAUGGCCUGU. The protein sequence of the target gene is MEEGDGGLRSLVPGGPLLLVLYGLLEASGGGRALPQLSDDIPFRVNWPGTEFSLPTTGVLYKEDNYIIMTTAHKEKYKCILPLVTSGDEEEEKDYKGPNPRELLEPLFKQSSCSYRIESYWTYEVCHGKHIRQYHEEKETGQKVNIHEYYLGNMLAKNLLYEKEREAKENEKSNEIPTKNIEGQMTPYYPVGMGNGTPCSLKQNRPRSSTVMYICHPESKHEILSVAEVTTCEYEVVILTPLLCSHPKYKFRASPVNDIFCQSLPGSPFKPLTLRQLEQQEEILRVPFRRNKEEDLPSAK.... Result: 1 (interaction). (2) The miRNA is dre-miR-92a-3p with sequence UAUUGCACUUGUCCCGGCCUGU. The protein sequence of the target gene is MAEKFESLMNIHGFDLGSRYMDLKPLGCGGNGLVFSAVDNDCDKRVAIKKIVLTDPQSVKHALREIKIIRRLDHDNIVKVFEILGPSGSQLTDDVGSLTELNSVYIVQEYMETDLANVLEQGPLLEEHARLFMYQLLRGLKYIHSANVLHRDLKPANLFINTEDLVLKIGDFGLARIMDPHYSHKGHLSEGLVTKWYRSPRLLLSPNNYTKAIDMWAAGCIFAEMLTGKTLFAGAHELEQMQLILDSIPVVHEEDRQELLSVIPVYIRNDMTEPHRPLTQLLPGISREALDFLEQILTFS.... Result: 0 (no interaction). (3) The miRNA is hsa-miR-6883-5p with sequence AGGGAGGGUGUGGUAUGGAUGU. The protein sequence of the target gene is MGAGATGRAMDGPRLLLLLLLGVSLGGAKEACPTGLYTHSGECCKACNLGEGVAQPCGANQTVCEPCLDSVTFSDVVSATEPCKPCTECVGLQSMSAPCVEADDAVCRCAYGYYQDETTGRCEACRVCEAGSGLVFSCQDKQNTVCEECPDGTYSDEANHVDPCLPCTVCEDTERQLRECTRWADAECEEIPGRWITRSTPPEGSDSTAPSTQEPEAPPEQDLIASTVAGVVTTVMGSSQPVVTRGTTDNLIPVYCSILAAVVVGLVAYIAFKRWNSCKQNKQGANSRPVNQTPPPEGEK.... Result: 1 (interaction). (4) The miRNA is gga-miR-456-3p with sequence CAGGCUGGUUAGAUGGUUGUCA. The protein sequence of the target gene is MPRVSAPLVLLPAWLVMVACSPHSLRIAAILDDPMECSRGERLSITLAKNRINRAPERLGKAKVEVDIFELLRDSEYETAETMCQILPKGVVAVLGPSSSPASSSIISNICGEKEVPHFKVAPEEFVKFQFQRFTTLNLHPSNTDISVAVAGILNFFNCTTACLICAKAECLLNLEKLLRQFLISKDTLSVRMLDDTRDPTPLLKEIRDDKTATIIIHANASMSHTILLKAAELGMVSAYYTYIFTNLEFSLQRMDSLVDDRVNILGFSIFNQSHAFFQEFAQSLNQSWQENCDHVPFTG.... Result: 0 (no interaction). (5) The protein sequence of the target gene is MFSINPLENLKLYISSRPPLVVFMISVSAMAIAFLTLGYFFKIKEIKSPEMAEDWNTFLLRFNDLDLCVSENETLKHLSNDTTTPESTMTVGQARSSTQPPQSLEESGPINISVAITLTLDPLKPFGGYSRNVTHLYSTILGHQIGLSGREAHEEINITFTLPAAWNADDCALHGHCEQAVFTACMTLTAAPGVFPVTVQPPHCIPDTYSNATLWYKIFTTARDANTKYAQDYNPFWCYKGAIGKVYHALNPKLTVVVPDDDRSLINLHLMHTSYFLFVMVITMFCYAVIKGRPSKLRQS.... The miRNA is hsa-miR-5188 with sequence AAUCGGACCCAUUUAAACCGGAG. Result: 0 (no interaction).